From a dataset of Full USPTO retrosynthesis dataset with 1.9M reactions from patents (1976-2016). Predict the reactants needed to synthesize the given product. (1) Given the product [OH:37][C@@H:35]([C:24]1[N:23]([C@H:20]2[CH2:21][CH2:22][C@H:17]([CH2:16][NH:15][C:45](=[O:46])[O:56][CH:57]3[CH2:61][CH2:60][O:59][CH2:58]3)[CH2:18][CH2:19]2)[C:27]2=[C:28]3[S:34][CH:33]=[CH:32][C:29]3=[N:30][CH:31]=[C:26]2[N:25]=1)[CH3:36], predict the reactants needed to synthesize it. The reactants are: FC(F)(F)C(O)=O.FC(F)(F)C(O)=O.[NH2:15][CH2:16][C@H:17]1[CH2:22][CH2:21][C@H:20]([N:23]2[C:27]3=[C:28]4[S:34][CH:33]=[CH:32][C:29]4=[N:30][CH:31]=[C:26]3[N:25]=[C:24]2[C@H:35]([OH:37])[CH3:36])[CH2:19][CH2:18]1.C(N(CC)CC)C.[C:45](=O)([O:56][CH:57]1[CH2:61][CH2:60][O:59][CH2:58]1)[O:46]C1C=CC([N+]([O-])=O)=CC=1. (2) Given the product [ClH:54].[NH2:13][CH2:14][C:15]([O:17][CH2:18][C@H:19]([NH:21][C:22](=[O:53])[C:23]1[CH:28]=[CH:27][C:26]([C:29]2[N:33]=[C:32]([CH:34]([O:37][C:38]3[CH:43]=[CH:42][C:41]([C:44]4[N:48]=[C:47]([CH:49]5[CH2:51][CH2:50]5)[O:46][N:45]=4)=[CH:40][CH:39]=3)[CH2:35][CH3:36])[O:31][N:30]=2)=[CH:25][C:24]=1[F:52])[CH3:20])=[O:16], predict the reactants needed to synthesize it. The reactants are: FC(F)(F)C(O)=O.C(=O)([O-])O.[Na+].[NH2:13][CH2:14][C:15]([O:17][CH2:18][C@H:19]([NH:21][C:22](=[O:53])[C:23]1[CH:28]=[CH:27][C:26]([C:29]2[N:33]=[C:32]([CH:34]([O:37][C:38]3[CH:43]=[CH:42][C:41]([C:44]4[N:48]=[C:47]([CH:49]5[CH2:51][CH2:50]5)[O:46][N:45]=4)=[CH:40][CH:39]=3)[CH2:35][CH3:36])[O:31][N:30]=2)=[CH:25][C:24]=1[F:52])[CH3:20])=[O:16].[ClH:54].C(OCC)(=O)C. (3) Given the product [O:1]1[CH2:2][CH2:3][N:4]([C:7]2[CH:8]=[C:9]([NH:13][C:14]3[N:19]=[C:18]4[NH:20][N:21]=[CH:22][C:17]4=[C:16]([C:29]4[CH:30]=[C:31]([NH:35][C:36](=[O:39])[CH:37]=[CH2:38])[CH:32]=[CH:33][CH:34]=4)[N:15]=3)[CH:10]=[CH:11][CH:12]=2)[CH2:5][CH2:6]1, predict the reactants needed to synthesize it. The reactants are: [O:1]1[CH2:6][CH2:5][N:4]([C:7]2[CH:8]=[C:9]([NH:13][C:14]3[N:19]=[C:18]4[N:20](C5CCCCO5)[N:21]=[CH:22][C:17]4=[C:16]([C:29]4[CH:30]=[C:31]([NH:35][C:36](=[O:39])[CH:37]=[CH2:38])[CH:32]=[CH:33][CH:34]=4)[N:15]=3)[CH:10]=[CH:11][CH:12]=2)[CH2:3][CH2:2]1.FC(F)(F)C(O)=O. (4) Given the product [N:16]1([C:14]([O:13][C:10]([CH3:9])([CH3:11])[CH3:12])=[O:15])[CH2:20][CH2:19][CH2:18][CH:17]1[C:21]([O:23][CH3:1])=[O:22], predict the reactants needed to synthesize it. The reactants are: [C:1]([O-])([O-])=O.[K+].[K+].CI.[CH3:9][C:10]([O:13][C:14]([N:16]1[CH2:20][CH2:19][CH2:18][CH:17]1[C:21]([OH:23])=[O:22])=[O:15])([CH3:12])[CH3:11]. (5) Given the product [C:13]1([C:7]2[CH:12]=[CH:11][CH:10]=[CH:9][CH:8]=2)[CH:20]=[CH:19][C:16]([CH2:17][O:21][C:22]2[CH:23]=[CH:24][C:25]([CH2:28][C:29]([OH:31])=[O:30])=[CH:26][CH:27]=2)=[CH:15][CH:14]=1, predict the reactants needed to synthesize it. The reactants are: C(=O)([O-])[O-].[K+].[K+].[C:7]1([C:13]2[CH:20]=[CH:19][C:16]([CH2:17]Cl)=[CH:15][CH:14]=2)[CH:12]=[CH:11][CH:10]=[CH:9][CH:8]=1.[OH:21][C:22]1[CH:27]=[CH:26][C:25]([CH2:28][C:29]([O:31]CC)=[O:30])=[CH:24][CH:23]=1.O.